From a dataset of Peptide-MHC class II binding affinity with 134,281 pairs from IEDB. Regression. Given a peptide amino acid sequence and an MHC pseudo amino acid sequence, predict their binding affinity value. This is MHC class II binding data. The peptide sequence is STKATRYLVKTESWILR. The MHC is DRB1_1501 with pseudo-sequence DRB1_1501. The binding affinity (normalized) is 0.586.